From a dataset of Reaction yield outcomes from USPTO patents with 853,638 reactions. Predict the reaction yield, written as a fraction of the theoretical maximum amount of product (1.0 means a 100% yield; for example, 0.34 means a 34% yield). (1) The reactants are [H-].[Na+].[O:3]1[C:7]2[CH:8]=[CH:9][CH:10]=[CH:11][C:6]=2[N:5]=[C:4]1[S:12][CH2:13][CH2:14][N:15]1[CH2:20][CH2:19][N:18]([CH2:21][C:22]([NH:24][C:25]2[C:30]([CH:31]([CH3:33])[CH3:32])=[CH:29][CH:28]=[C:27]([OH:34])[C:26]=2[CH:35]([CH3:37])[CH3:36])=[O:23])[CH2:17][CH2:16]1.I[CH3:39]. The catalyst is CN(C=O)C.O. The product is [O:3]1[C:7]2[CH:8]=[CH:9][CH:10]=[CH:11][C:6]=2[N:5]=[C:4]1[S:12][CH2:13][CH2:14][N:15]1[CH2:20][CH2:19][N:18]([CH2:21][C:22]([NH:24][C:25]2[C:30]([CH:31]([CH3:32])[CH3:33])=[CH:29][CH:28]=[C:27]([O:34][CH3:39])[C:26]=2[CH:35]([CH3:37])[CH3:36])=[O:23])[CH2:17][CH2:16]1. The yield is 0.230. (2) The reactants are C([O:8][C:9]1[CH:14]=[CH:13][C:12]([CH2:15][CH2:16][CH2:17][CH2:18][CH2:19][CH2:20][CH2:21][S:22]([F:25])(=[O:24])=[O:23])=[CH:11][CH:10]=1)C1C=CC=CC=1.B(F)(F)F.CCOCC. The catalyst is C(S)(S)C.C(OCC)C.O. The product is [OH:8][C:9]1[CH:10]=[CH:11][C:12]([CH2:15][CH2:16][CH2:17][CH2:18][CH2:19][CH2:20][CH2:21][S:22]([F:25])(=[O:24])=[O:23])=[CH:13][CH:14]=1. The yield is 0.700. (3) The reactants are [Cl:1][C:2]1[O:6][C:5]([CH:7]([O:10][C:11]2[C:12]([F:21])=[C:13]([C:17]([F:20])=[CH:18][CH:19]=2)[C:14]([NH2:16])=[O:15])[CH2:8][OH:9])=[N:4][C:3]=1[C:22]1[CH:27]=[CH:26][C:25]([C:28]([F:31])([F:30])[F:29])=[CH:24][CH:23]=1.C(N([CH2:37][CH3:38])CC)C.C([CH:41]([CH2:45][C:46](Cl)=[O:47])[C:42](Cl)=[O:43])C.[OH2:49]. The catalyst is C(Cl)Cl. The product is [C:46]([O:9][CH2:8][CH:7]([O:10][C:11]1[CH:19]=[CH:18][C:17]([F:20])=[C:13]([C:14](=[O:15])[NH2:16])[C:12]=1[F:21])[C:5]1[O:6][C:2]([Cl:1])=[C:3]([C:22]2[CH:27]=[CH:26][C:25]([C:28]([F:29])([F:30])[F:31])=[CH:24][CH:23]=2)[N:4]=1)(=[O:47])[CH2:45][CH2:41][C:42]([O:43][CH2:37][CH3:38])=[O:49]. The yield is 0.590.